This data is from Forward reaction prediction with 1.9M reactions from USPTO patents (1976-2016). The task is: Predict the product of the given reaction. (1) Given the reactants [CH3:1][O:2][C:3]1[CH:4]=[C:5]2[C:10](=[CH:11][C:12]=1[CH2:13][NH:14][C@H:15]1[CH2:20][CH2:19][CH2:18][NH:17][C@H:16]1[C:21]1[CH:26]=[CH:25][CH:24]=[CH:23][CH:22]=1)[C@:9]([CH3:31])([C:27]([F:30])([F:29])[F:28])[O:8][CH2:7][CH2:6]2.COC1C=C2C(=CC=1C=O)C(C)(C(F)(F)F)OCC2.[C:51]([OH:61])(=[O:60])[CH:52]([C:54]1[CH:59]=[CH:58][CH:57]=[CH:56][CH:55]=1)[OH:53].[C:51]([OH:61])(=[O:60])[CH:52]([C:54]1[CH:59]=[CH:58][CH:57]=[CH:56][CH:55]=1)[OH:53].C1([C@H]2[C@@H](N)CCCN2)C=CC=CC=1.COC1C=C2C(=CC=1CNC1CCCNC1C1C=CC=CC=1)C(C)(C(F)(F)F)OCC2, predict the reaction product. The product is: [C:51]([OH:61])(=[O:60])[C@H:52]([C:54]1[CH:59]=[CH:58][CH:57]=[CH:56][CH:55]=1)[OH:53].[CH3:1][O:2][C:3]1[CH:4]=[C:5]2[C:10](=[CH:11][C:12]=1[CH2:13][NH:14][CH:15]1[CH2:20][CH2:19][CH2:18][NH:17][CH:16]1[C:21]1[CH:22]=[CH:23][CH:24]=[CH:25][CH:26]=1)[C:9]([CH3:31])([C:27]([F:30])([F:28])[F:29])[O:8][CH2:7][CH2:6]2. (2) Given the reactants [Cl:1][C:2]1[C:7]([C:8]2[CH:13]=[CH:12][CH:11]=[CH:10][CH:9]=2)=[N:6][N:5]=[C:4]2[N:14]([CH3:24])[N:15]=[C:16]([C:17]3[CH:22]=[CH:21][CH:20]=[CH:19][C:18]=3Cl)[C:3]=12.[F:25]C1C=CC(C2C=C(N)N(C)N=2)=CC=1, predict the reaction product. The product is: [Cl:1][C:2]1[C:7]([C:8]2[CH:13]=[CH:12][CH:11]=[CH:10][CH:9]=2)=[N:6][N:5]=[C:4]2[N:14]([CH3:24])[N:15]=[C:16]([C:17]3[CH:22]=[CH:21][C:20]([F:25])=[CH:19][CH:18]=3)[C:3]=12.